From a dataset of Full USPTO retrosynthesis dataset with 1.9M reactions from patents (1976-2016). Predict the reactants needed to synthesize the given product. (1) Given the product [CH2:23]([N:22]1[C:21]2[CH:28]=[CH:29][CH:30]=[CH:31][C:20]=2[N:19]=[C:18]1[CH2:17][N:1]1[C:9]2[C:4](=[CH:5][CH:6]=[CH:7][CH:8]=2)[C:3]2([CH2:13][CH2:12][CH2:11][CH2:10]2)[C:2]1=[O:14])[CH2:24][CH:25]([CH3:27])[CH3:26], predict the reactants needed to synthesize it. The reactants are: [NH:1]1[C:9]2[C:4](=[CH:5][CH:6]=[CH:7][CH:8]=2)[C:3]2([CH2:13][CH2:12][CH2:11][CH2:10]2)[C:2]1=[O:14].Cl.Cl[CH2:17][C:18]1[N:22]([CH2:23][CH2:24][CH:25]([CH3:27])[CH3:26])[C:21]2[CH:28]=[CH:29][CH:30]=[CH:31][C:20]=2[N:19]=1. (2) Given the product [Br:11][C:5]1[C:6]([C:7]([O:9][CH3:10])=[O:8])=[C:2]([NH:1][C:23](=[O:24])[CH2:22][C:17]2[CH:18]=[CH:19][CH:20]=[C:21]3[C:16]=2[CH:15]=[CH:14][N:13]=[CH:12]3)[S:3][CH:4]=1, predict the reactants needed to synthesize it. The reactants are: [NH2:1][C:2]1[S:3][CH:4]=[C:5]([Br:11])[C:6]=1[C:7]([O:9][CH3:10])=[O:8].[CH:12]1[C:21]2[C:16](=[C:17]([CH2:22][C:23](O)=[O:24])[CH:18]=[CH:19][CH:20]=2)[CH:15]=[CH:14][N:13]=1. (3) Given the product [NH2:15][C:11]1[CH:10]=[C:9]([NH:8][C:5]2[C:4]([NH2:23])=[CH:3][C:2]([Br:1])=[CH:7][CH:6]=2)[CH:14]=[CH:13][CH:12]=1, predict the reactants needed to synthesize it. The reactants are: [Br:1][C:2]1[CH:7]=[CH:6][C:5]([NH:8][C:9]2[CH:10]=[C:11]([NH:15]C(=O)OC(C)(C)C)[CH:12]=[CH:13][CH:14]=2)=[C:4]([N+:23]([O-])=O)[CH:3]=1.[Sn](Cl)Cl. (4) Given the product [CH3:30][N:2]([CH3:1])[C:3]([C:5]1[C:18]([CH2:19][CH2:20][CH:21]([OH:28])[C:22]2[CH:23]=[CH:24][CH:25]=[CH:26][CH:27]=2)=[C:17]([OH:29])[C:8]2[N:9]=[C:10]([C:13]([F:16])([F:14])[F:15])[N:11]([CH3:12])[C:7]=2[CH:6]=1)=[O:4], predict the reactants needed to synthesize it. The reactants are: [CH3:1][N:2]([CH3:30])[C:3]([C:5]1[C:18]([CH2:19][CH2:20][C:21](=[O:28])[C:22]2[CH:27]=[CH:26][CH:25]=[CH:24][CH:23]=2)=[C:17]([OH:29])[C:8]2[N:9]=[C:10]([C:13]([F:16])([F:15])[F:14])[N:11]([CH3:12])[C:7]=2[CH:6]=1)=[O:4].[BH4-].[Na+].[Cl-].[NH4+].O. (5) Given the product [C:5]([CH2:7][C:8]([NH:4][CH:1]1[CH2:3][CH2:2]1)=[O:9])#[N:6], predict the reactants needed to synthesize it. The reactants are: [CH:1]1([NH2:4])[CH2:3][CH2:2]1.[C:5]([CH2:7][C:8](OCC)=[O:9])#[N:6]. (6) Given the product [N:19]1[CH:20]=[CH:21][CH:22]=[N:23][C:18]=1[N:10]1[C:11]2[C:16](=[CH:15][CH:14]=[CH:13][CH:12]=2)[CH2:17][CH:9]1[C:7]([OH:8])=[O:24], predict the reactants needed to synthesize it. The reactants are: N1([C:7]([CH:9]2[CH2:17][C:16]3[C:11](=[CH:12][CH:13]=[CH:14][CH:15]=3)[N:10]2[C:18]2[N:23]=[CH:22][CH:21]=[CH:20][N:19]=2)=[O:8])CCCCC1.[OH-:24].[Na+]. (7) Given the product [I:1][C:2]1[CH:7]=[CH:6][C:5]([CH:8]2[C:17]([C:18]3[CH:23]=[CH:22][CH:21]=[C:20]([O:24][CH:25]4[CH2:30][CH2:29][CH2:28][CH2:27][O:26]4)[CH:19]=3)=[CH:16][C:15]3[C:10](=[CH:11][CH:12]=[C:13]([O:32][CH:33]4[CH2:38][CH2:37][CH2:36][CH2:35][O:34]4)[CH:14]=3)[O:9]2)=[CH:4][CH:3]=1, predict the reactants needed to synthesize it. The reactants are: [I:1][C:2]1[CH:7]=[CH:6][C:5]([CH:8]2[CH:17]([C:18]3[CH:23]=[CH:22][CH:21]=[C:20]([O:24][CH:25]4[CH2:30][CH2:29][CH2:28][CH2:27][O:26]4)[CH:19]=3)[CH:16](O)[C:15]3[C:10](=[CH:11][CH:12]=[C:13]([O:32][CH:33]4[CH2:38][CH2:37][CH2:36][CH2:35][O:34]4)[CH:14]=3)[O:9]2)=[CH:4][CH:3]=1.C(N(CC)C(C)C)(C)C.CS(Cl)(=O)=O.